This data is from Peptide-MHC class I binding affinity with 185,985 pairs from IEDB/IMGT. The task is: Regression. Given a peptide amino acid sequence and an MHC pseudo amino acid sequence, predict their binding affinity value. This is MHC class I binding data. (1) The peptide sequence is FQHKNTCVI. The MHC is H-2-Kb with pseudo-sequence H-2-Kb. The binding affinity (normalized) is 0.623. (2) The peptide sequence is RAENRTYIYWH. The MHC is Mamu-A02 with pseudo-sequence Mamu-A02. The binding affinity (normalized) is 0.497. (3) The peptide sequence is KCFEKFLEPK. The MHC is HLA-A68:01 with pseudo-sequence HLA-A68:01. The binding affinity (normalized) is 0.246. (4) The peptide sequence is FVKDWMERI. The MHC is HLA-A29:02 with pseudo-sequence HLA-A29:02. The binding affinity (normalized) is 0.0847. (5) The peptide sequence is AGFAAGLTY. The MHC is HLA-A30:02 with pseudo-sequence HLA-A30:02. The binding affinity (normalized) is 0.521.